Dataset: Full USPTO retrosynthesis dataset with 1.9M reactions from patents (1976-2016). Task: Predict the reactants needed to synthesize the given product. (1) Given the product [N:24]1[CH:25]=[CH:26][CH:27]=[C:22]([C:15]2[CH:16]=[C:17]([C:18]([F:21])([F:20])[F:19])[N:13]([C:10]3[N:9]=[N:8][C:7]([NH:6][C:4]([C:3]4[C:2]([C:32]5[CH:37]=[CH:36][CH:35]=[CH:34][CH:33]=5)=[CH:31][CH:30]=[CH:29][CH:28]=4)=[O:5])=[CH:12][CH:11]=3)[N:14]=2)[CH:23]=1, predict the reactants needed to synthesize it. The reactants are: Br[C:2]1[CH:31]=[CH:30][CH:29]=[CH:28][C:3]=1[C:4]([NH:6][C:7]1[N:8]=[N:9][C:10]([N:13]2[C:17]([C:18]([F:21])([F:20])[F:19])=[CH:16][C:15]([C:22]3[CH:23]=[N:24][CH:25]=[CH:26][CH:27]=3)=[N:14]2)=[CH:11][CH:12]=1)=[O:5].[C:32]1(B(O)O)[CH:37]=[CH:36][CH:35]=[CH:34][CH:33]=1.C(=O)([O-])[O-].[Cs+].[Cs+]. (2) Given the product [Cl:7][C:8]1[CH:13]=[CH:12][C:11]([CH2:14][CH:15]([NH2:17])[CH3:16])=[CH:10][C:9]=1[O:20][CH3:21], predict the reactants needed to synthesize it. The reactants are: [H-].[H-].[H-].[H-].[Li+].[Al+3].[Cl:7][C:8]1[CH:13]=[CH:12][C:11]([CH:14]=[C:15]([N+:17]([O-])=O)[CH3:16])=[CH:10][C:9]=1[O:20][CH3:21].